This data is from Reaction yield outcomes from USPTO patents with 853,638 reactions. The task is: Predict the reaction yield, written as a fraction of the theoretical maximum amount of product (1.0 means a 100% yield; for example, 0.34 means a 34% yield). (1) The reactants are [NH2:1][C:2]1[N:7]=[CH:6][N:5]=[C:4]2[N:8]([CH:12]([C:14]3[O:15][C:16]4[C:21]([C:22](=[O:31])[C:23]=3[C:24]3[CH:29]=[CH:28][CH:27]=[C:26]([F:30])[CH:25]=3)=[CH:20][CH:19]=[CH:18][CH:17]=4)[CH3:13])[N:9]=[C:10](I)[C:3]=12.[CH3:32][C:33]1[C:41]2[C:36](=[CH:37][CH:38]=[C:39](B3OC(C)(C)C(C)(C)O3)[CH:40]=2)[NH:35][CH:34]=1.C(=O)([O-])[O-].[Na+].[Na+].ClCCl. The catalyst is CN(C=O)C.C(O)C.O. The product is [NH2:1][C:2]1[N:7]=[CH:6][N:5]=[C:4]2[N:8]([CH:12]([C:14]3[O:15][C:16]4[C:21]([C:22](=[O:31])[C:23]=3[C:24]3[CH:29]=[CH:28][CH:27]=[C:26]([F:30])[CH:25]=3)=[CH:20][CH:19]=[CH:18][CH:17]=4)[CH3:13])[N:9]=[C:10]([C:39]3[CH:40]=[C:41]4[C:36](=[CH:37][CH:38]=3)[NH:35][CH:34]=[C:33]4[CH3:32])[C:3]=12. The yield is 0.130. (2) The reactants are [NH:1]1[CH2:6][CH2:5][CH2:4][CH2:3][CH:2]1[CH2:7][C:8]([O:10]C)=O.[NH2:12][NH2:13]. The catalyst is C(O)C. The product is [NH2:12][NH:13][C:8](=[O:10])[CH2:7][CH:2]1[CH2:3][CH2:4][CH2:5][CH2:6][NH:1]1. The yield is 1.00. (3) The reactants are Br[C:2]1[CH:15]=[CH:14][C:5]([CH2:6][CH2:7][N:8]2[CH2:13][CH2:12][O:11][CH2:10][CH2:9]2)=[CH:4][CH:3]=1.[CH3:16][C:17]1([CH3:26])[C:21]([CH3:23])([CH3:22])[O:20][B:19]([CH:24]=[CH2:25])[O:18]1.CCN(CC)CC. The catalyst is CC(C)([P](C(C)(C)C)([Pd][P](C(C)(C)C)(C(C)(C)C)C(C)(C)C)C(C)(C)C)C. The product is [CH3:22][C:21]1([CH3:23])[C:17]([CH3:26])([CH3:16])[O:18][B:19](/[CH:24]=[CH:25]/[C:2]2[CH:15]=[CH:14][C:5]([CH2:6][CH2:7][N:8]3[CH2:13][CH2:12][O:11][CH2:10][CH2:9]3)=[CH:4][CH:3]=2)[O:20]1. The yield is 0.770. (4) The reactants are C(OC([N:8]1[C:12]2[CH:13]=[CH:14][CH:15]=[CH:16][C:11]=2[N:10]=[C:9]1[CH2:17][NH:18][CH:19]1[C:28]2[N:27]=[CH:26][CH:25]=[CH:24][C:23]=2[CH2:22][CH2:21][CH2:20]1)=O)(C)(C)C.C(N(CC)C(C)C)(C)C.Br[CH2:39][C:40]1[CH:47]=[CH:46][C:43]([C:44]#[N:45])=[C:42]([O:48][CH3:49])[CH:41]=1. The catalyst is CC#N. The product is [NH2:45][CH2:44][C:43]1[CH:46]=[CH:47][C:40]([CH2:39][N:18]([CH2:17][C:9]2[NH:10][C:11]3[CH:16]=[CH:15][CH:14]=[CH:13][C:12]=3[N:8]=2)[CH:19]2[C:28]3[N:27]=[CH:26][CH:25]=[CH:24][C:23]=3[CH2:22][CH2:21][CH2:20]2)=[CH:41][C:42]=1[O:48][CH3:49]. The yield is 0.560. (5) The reactants are [Cl:1][C:2]1[CH:7]=[CH:6][C:5]([C:8]2[N:13]=[C:12]3[C:14](=[O:18])[O:15][C:16](=[O:17])[C:11]3=[N:10][C:9]=2[C:19]2[CH:24]=[CH:23][C:22]([Cl:25])=[CH:21][CH:20]=2)=[CH:4][CH:3]=1.[C:26]([OH:30])([CH3:29])([CH3:28])[CH3:27]. The catalyst is C(#N)C.CN(C1C=CN=CC=1)C. The product is [C:26]([O:30][C:14]([C:12]1[C:11]([C:16]([OH:17])=[O:15])=[N:10][C:9]([C:19]2[CH:24]=[CH:23][C:22]([Cl:25])=[CH:21][CH:20]=2)=[C:8]([C:5]2[CH:4]=[CH:3][C:2]([Cl:1])=[CH:7][CH:6]=2)[N:13]=1)=[O:18])([CH3:29])([CH3:28])[CH3:27]. The yield is 0.410. (6) The reactants are [Cl:1][C:2]1[CH:3]=[C:4]([CH:10]=[CH:11][C:12]=1[Cl:13])[O:5][CH2:6][C:7]([OH:9])=[O:8].[CH2:14](O)[CH:15]=[CH2:16]. No catalyst specified. The product is [CH2:16]([O:8][C:7](=[O:9])[CH2:6][O:5][C:4]1[CH:10]=[CH:11][C:12]([Cl:13])=[C:2]([Cl:1])[CH:3]=1)[CH:15]=[CH2:14]. The yield is 0.968. (7) The yield is 0.900. The catalyst is C1(C)C=CC=CC=1. The reactants are [CH:1](=O)[CH:2]([CH3:4])[CH3:3].[CH3:6][O:7][C:8](=[O:12])[CH2:9][C:10]#[N:11].[OH-].[NH4+].C(O)(=O)C. The product is [CH3:6][O:7][C:8](=[O:12])[C:9]([C:10]#[N:11])=[CH:1][CH:2]([CH3:4])[CH3:3]. (8) The reactants are Cl[C:2]1[CH:7]=[C:6]2[CH2:8][O:9][C:10]3[CH:34]=[C:33]4[C:13]([CH:14]=[CH:15][C:16]5[N:20]=[C:19]([CH:21]6[CH2:25][CH2:24][CH2:23][N:22]6[C:26]([O:28][C:29]([CH3:32])([CH3:31])[CH3:30])=[O:27])[NH:18][C:17]=54)=[CH:12][C:11]=3[C:5]2=[CH:4][CH:3]=1.[B:35]1([B:35]2[O:39][C:38]([CH3:41])([CH3:40])[C:37]([CH3:43])([CH3:42])[O:36]2)[O:39][C:38]([CH3:41])([CH3:40])[C:37]([CH3:43])([CH3:42])[O:36]1.C([O-])(=O)C.[K+]. The catalyst is O1CCOCC1.C(OCC)(=O)C. The product is [CH3:42][C:37]1([CH3:43])[C:38]([CH3:41])([CH3:40])[O:39][B:35]([C:2]2[CH:7]=[C:6]3[CH2:8][O:9][C:10]4[CH:34]=[C:33]5[C:13]([CH:14]=[CH:15][C:16]6[N:20]=[C:19]([CH:21]7[CH2:25][CH2:24][CH2:23][N:22]7[C:26]([O:28][C:29]([CH3:32])([CH3:31])[CH3:30])=[O:27])[NH:18][C:17]=65)=[CH:12][C:11]=4[C:5]3=[CH:4][CH:3]=2)[O:36]1. The yield is 0.940. (9) The reactants are [CH3:1][O:2][C:3]1[CH:4]=[C:5]([NH2:15])[CH:6]=[CH:7][C:8]=1[N:9]1[CH:13]=[C:12]([CH3:14])[N:11]=[CH:10]1.Cl[C:17]1[N:22]=[C:21]([N:23]([CH2:26][CH3:27])[CH2:24][CH3:25])[CH:20]=[C:19]([CH3:28])[N:18]=1. No catalyst specified. The product is [CH2:26]([N:23]([CH2:24][CH3:25])[C:21]1[CH:20]=[C:19]([CH3:28])[N:18]=[C:17]([NH:15][C:5]2[CH:6]=[CH:7][C:8]([N:9]3[CH:13]=[C:12]([CH3:14])[N:11]=[CH:10]3)=[C:3]([O:2][CH3:1])[CH:4]=2)[N:22]=1)[CH3:27]. The yield is 0.650. (10) The reactants are C[Al](C)C.[Cl:5][C:6]1[CH:7]=[CH:8][C:9]([NH2:12])=[N:10][CH:11]=1.[Si:13]([O:20][CH:21]1[CH2:24][N:23]([CH2:25][C@H:26]([OH:31])[C:27](OC)=[O:28])[CH2:22]1)([C:16]([CH3:19])([CH3:18])[CH3:17])([CH3:15])[CH3:14]. The catalyst is C1(C)C=CC=CC=1. The product is [Si:13]([O:20][CH:21]1[CH2:24][N:23]([CH2:25][C@H:26]([OH:31])[C:27]([NH:12][C:9]2[CH:8]=[CH:7][C:6]([Cl:5])=[CH:11][N:10]=2)=[O:28])[CH2:22]1)([C:16]([CH3:19])([CH3:18])[CH3:17])([CH3:15])[CH3:14]. The yield is 0.650.